From a dataset of Forward reaction prediction with 1.9M reactions from USPTO patents (1976-2016). Predict the product of the given reaction. (1) Given the reactants Br[C:2]1[CH:3]=[C:4]2[C:10]([C@@H:11]([C:13]3[C:18]([O:19][CH:20]([F:22])[F:21])=[CH:17][CH:16]=[C:15]([F:23])[C:14]=3[Cl:24])[CH3:12])=[CH:9][N:8](C(OC(C)(C)C)=O)[C:5]2=[N:6][CH:7]=1.[CH3:32][C:33]1[N:37]([C@H:38]2[CH2:43][CH2:42][C@H:41]([C:44]([O:46]CC)=O)[CH2:40][CH2:39]2)[N:36]=[CH:35][C:34]=1B1OC(C)(C)C(C)(C)O1.[F-].[K+].O.Cl.O.[OH-].[Li+].C(Cl)Cl.[NH4+].[Cl-].C[N:71](C(ON1N=NC2C=CC=CC1=2)=[N+](C)C)C.[B-](F)(F)(F)F.CCN(C(C)C)C(C)C, predict the reaction product. The product is: [Cl:24][C:14]1[C:15]([F:23])=[CH:16][CH:17]=[C:18]([O:19][CH:20]([F:22])[F:21])[C:13]=1[C@H:11]([C:10]1[C:4]2[C:5](=[N:6][CH:7]=[C:2]([C:34]3[CH:35]=[N:36][N:37]([C@H:38]4[CH2:43][CH2:42][C@H:41]([C:44]([NH2:71])=[O:46])[CH2:40][CH2:39]4)[C:33]=3[CH3:32])[CH:3]=2)[NH:8][CH:9]=1)[CH3:12]. (2) Given the reactants [CH3:1][O:2][C:3](=[O:40])[C:4]1[CH:9]=[CH:8][C:7]([N:10]([C:12](=[O:39])[CH2:13][NH:14][C:15]([C@@H:17]2[CH2:21][C@@H:20]([S:22]C(=O)C)[CH2:19][N:18]2[S:26]([C:29]2[CH:38]=[CH:37][C:36]3[C:31](=[CH:32][CH:33]=[CH:34][CH:35]=3)[CH:30]=2)(=[O:28])=[O:27])=[O:16])[CH3:11])=[CH:6][CH:5]=1.[CH3:41][O-].[Na+], predict the reaction product. The product is: [CH3:1][O:2][C:3](=[O:40])[C:4]1[CH:5]=[CH:6][C:7]([N:10]([C:12](=[O:39])[CH2:13][N:14]([C:15]([C@@H:17]2[CH2:21][C@@H:20]([SH:22])[CH2:19][N:18]2[S:26]([C:29]2[CH:38]=[CH:37][C:36]3[C:31](=[CH:32][CH:33]=[CH:34][CH:35]=3)[CH:30]=2)(=[O:28])=[O:27])=[O:16])[CH3:41])[CH3:11])=[CH:8][CH:9]=1. (3) Given the reactants [CH2:1]([O:3][C:4]([C:6]1[CH:15]=[C:14]([O:16][CH2:17][C:18]([OH:20])=O)[C:13]2[C:8](=[CH:9][CH:10]=[CH:11][CH:12]=2)[N:7]=1)=[O:5])[CH3:2].C(Cl)CCl.FC1C(O)=C(F)C(F)=C(F)C=1F.FC(F)(F)C(O)=O.[CH:44]1([NH:48][C:49]([C@@H:51]2[CH2:55][CH2:54][CH2:53][NH:52]2)=[O:50])[CH2:47][CH2:46][CH2:45]1, predict the reaction product. The product is: [CH2:1]([O:3][C:4]([C:6]1[CH:15]=[C:14]([O:16][CH2:17][C:18]([N:52]2[CH2:53][CH2:54][CH2:55][C@H:51]2[C:49](=[O:50])[NH:48][CH:44]2[CH2:45][CH2:46][CH2:47]2)=[O:20])[C:13]2[C:8](=[CH:9][CH:10]=[CH:11][CH:12]=2)[N:7]=1)=[O:5])[CH3:2]. (4) Given the reactants [CH3:1][O:2][C:3]1[CH:4]=[C:5]2[C:9](=[CH:10][C:11]=1[O:12][CH3:13])[N:8]([CH2:14][CH2:15][CH2:16][N:17]1[CH2:23][CH2:22][CH2:21][N:20]([CH3:24])[CH2:19][CH2:18]1)[CH:7]=[C:6]2[C:25]1[NH:33][C:28]2=[N:29][CH:30]=[CH:31][CH:32]=[C:27]2[CH:26]=1.[F:34][C:35]([F:40])([F:39])[C:36]([OH:38])=[O:37].COC1C=C2C(=CC=1OC)N(CCCN1CCCN(C)CC1)C=C2C1N(S(C2C=CC(C)=CC=2)(=O)=O)C2=NC=CC=C2C=1, predict the reaction product. The product is: [F:34][C:35]([F:40])([F:39])[C:36]([OH:38])=[O:37].[CH3:1][O:2][C:3]1[CH:4]=[C:5]2[C:9](=[CH:10][C:11]=1[O:12][CH3:13])[N:8]([CH2:14][CH2:15][CH2:16][N:17]1[CH2:23][CH2:22][CH2:21][N:20]([CH3:24])[CH2:19][CH2:18]1)[CH:7]=[C:6]2[C:25]1[NH:33][C:28]2=[N:29][CH:30]=[CH:31][CH:32]=[C:27]2[CH:26]=1. (5) Given the reactants [Cl:1][C:2]1[N:7]=[C:6]2[C:8]([CH3:13])([CH3:12])[NH:9][C:10](=[O:11])[C:5]2=[CH:4][CH:3]=1.Br[C:15]1[CH:16]=[C:17]([CH2:21][OH:22])[CH:18]=[N:19][CH:20]=1.[C@H]1(N)CCCC[C@@H]1N.C([O-])([O-])=O.[Cs+].[Cs+], predict the reaction product. The product is: [Cl:1][C:2]1[N:7]=[C:6]2[C:8]([CH3:13])([CH3:12])[N:9]([C:15]3[CH:20]=[N:19][CH:18]=[C:17]([CH2:21][OH:22])[CH:16]=3)[C:10](=[O:11])[C:5]2=[CH:4][CH:3]=1. (6) Given the reactants [F:1][C:2]1[CH:3]=[C:4]([N:14]2[CH2:18][C@H:17]([CH2:19][OH:20])[O:16][C:15]2=[O:21])[CH:5]=[CH:6][C:7]=1[N:8]1[C:12]([CH3:13])=[CH:11][N:10]=[CH:9]1.C(N(CC)CC)C.[CH3:29][S:30](Cl)(=[O:32])=[O:31], predict the reaction product. The product is: [F:1][C:2]1[CH:3]=[C:4]([N:14]2[CH2:18][C@H:17]([CH2:19][O:20][S:30]([CH3:29])(=[O:32])=[O:31])[O:16][C:15]2=[O:21])[CH:5]=[CH:6][C:7]=1[N:8]1[C:12]([CH3:13])=[CH:11][N:10]=[CH:9]1. (7) Given the reactants [CH2:1]([NH:8][C:9]1[CH:14]=[C:13]([CH3:15])[NH:12][C:11](=O)[C:10]=1[N+:17]([O-:19])=[O:18])[C:2]1[CH:7]=[CH:6][CH:5]=[CH:4][CH:3]=1.P(Cl)(Cl)([Cl:22])=O.C([O-])(O)=O.[Na+], predict the reaction product. The product is: [CH2:1]([NH:8][C:9]1[CH:14]=[C:13]([CH3:15])[N:12]=[C:11]([Cl:22])[C:10]=1[N+:17]([O-:19])=[O:18])[C:2]1[CH:7]=[CH:6][CH:5]=[CH:4][CH:3]=1. (8) Given the reactants [CH:1]1([N:7]2[CH2:11][CH2:10][C:9]([CH2:16][C:17]3[C:22]([Cl:23])=[CH:21][CH:20]=[CH:19][C:18]=3[Cl:24])([C:12]([O:14]C)=[O:13])[C:8]2=[O:25])[CH2:6][CH2:5][CH2:4][CH2:3][CH2:2]1.[OH-].[Na+].Cl, predict the reaction product. The product is: [CH:1]1([N:7]2[CH2:11][CH2:10][C:9]([CH2:16][C:17]3[C:22]([Cl:23])=[CH:21][CH:20]=[CH:19][C:18]=3[Cl:24])([C:12]([OH:14])=[O:13])[C:8]2=[O:25])[CH2:6][CH2:5][CH2:4][CH2:3][CH2:2]1.